This data is from Forward reaction prediction with 1.9M reactions from USPTO patents (1976-2016). The task is: Predict the product of the given reaction. The product is: [O:18]=[C:3]1[CH2:2][C:5]2([CH2:10][CH2:9][N:8]([C:11]([O:13][C:14]([CH3:17])([CH3:16])[CH3:15])=[O:12])[CH2:7][CH2:6]2)[CH2:4]1. Given the reactants Cl[C:2]1(Cl)[C:5]2([CH2:10][CH2:9][N:8]([C:11]([O:13][C:14]([CH3:17])([CH3:16])[CH3:15])=[O:12])[CH2:7][CH2:6]2)[CH2:4][C:3]1=[O:18].[Cl-].[NH4+], predict the reaction product.